This data is from Catalyst prediction with 721,799 reactions and 888 catalyst types from USPTO. The task is: Predict which catalyst facilitates the given reaction. Reactant: [F:1][C:2]1[CH:3]=[C:4]([C:8]2[N:21]=[C:11]3[N:12]=[C:13](S(C)(=O)=O)[N:14]=[C:15]([NH2:16])[N:10]3[N:9]=2)[CH:5]=[CH:6][CH:7]=1.[NH:22]1[CH2:27][CH2:26][NH:25][CH2:24][CH2:23]1. Product: [F:1][C:2]1[CH:3]=[C:4]([C:8]2[N:21]=[C:11]3[N:12]=[C:13]([N:22]4[CH2:27][CH2:26][NH:25][CH2:24][CH2:23]4)[N:14]=[C:15]([NH2:16])[N:10]3[N:9]=2)[CH:5]=[CH:6][CH:7]=1. The catalyst class is: 23.